Dataset: Full USPTO retrosynthesis dataset with 1.9M reactions from patents (1976-2016). Task: Predict the reactants needed to synthesize the given product. (1) The reactants are: [CH3:1][O:2][C:3](=[O:24])[C:4]([CH3:23])([CH3:22])[CH2:5][N:6]([C:12]1[C:17]([N+:18]([O-])=O)=[CH:16][N:15]=[C:14]([Cl:21])[N:13]=1)[CH:7]1[CH2:11][CH2:10][CH2:9][CH2:8]1. Given the product [CH3:1][O:2][C:3](=[O:24])[C:4]([CH3:22])([CH3:23])[CH2:5][N:6]([C:12]1[C:17]([NH2:18])=[CH:16][N:15]=[C:14]([Cl:21])[N:13]=1)[CH:7]1[CH2:8][CH2:9][CH2:10][CH2:11]1, predict the reactants needed to synthesize it. (2) Given the product [CH3:1][O:2][C:3](=[O:13])[C@@H:4]([N:12]1[CH2:29][C:28]([O:31][C:32]2[CH:33]=[N:34][C:35]([CH3:38])=[CH:36][CH:37]=2)=[CH:27][C:26]1=[O:25])[CH2:5][CH:6]1[CH2:11][CH2:10][CH2:9][CH2:8][CH2:7]1, predict the reactants needed to synthesize it. The reactants are: [CH3:1][O:2][C:3](=[O:13])[C@@H:4]([NH2:12])[CH2:5][CH:6]1[CH2:11][CH2:10][CH2:9][CH2:8][CH2:7]1.C(N(CC)C(C)C)(C)C.C([O:25][C:26](=O)/[CH:27]=[C:28](/[O:31][C:32]1[CH:33]=[N:34][C:35]([CH3:38])=[CH:36][CH:37]=1)\[CH2:29]Br)C. (3) Given the product [Br:47][CH2:13][CH2:12][C:7]1[CH:8]=[CH:9][CH:10]=[C:11]2[C:6]=1[CH2:5][CH:4]([CH3:15])[CH:3]2[O:2][CH3:1], predict the reactants needed to synthesize it. The reactants are: [CH3:1][O:2][CH:3]1[C:11]2[C:6](=[C:7]([CH2:12][CH2:13]O)[CH:8]=[CH:9][CH:10]=2)[CH2:5][CH:4]1[CH3:15].C1C=CC(P(C2C=CC=CC=2)C2C=CC=CC=2)=CC=1.C1COCC1.C1C(=O)N([Br:47])C(=O)C1. (4) Given the product [Cl:30][CH2:29][CH2:28][CH2:27][N:16]([CH2:15][C@H:13]1[CH2:14][C:11]2[C:12]1=[CH:18][C:19]([O:20][CH3:21])=[C:9]([O:8][CH3:7])[CH:10]=2)[CH3:17], predict the reactants needed to synthesize it. The reactants are: C(=O)([O-])[O-].[K+].[K+].[CH3:7][O:8][C:9]1[C:19]([O:20][CH3:21])=[CH:18][C:12]2[C@@H:13]([CH2:15][NH:16][CH3:17])[CH2:14][C:11]=2[CH:10]=1.O.ClCCl.Br[CH2:27][CH2:28][CH2:29][Cl:30]. (5) Given the product [C:7]([C:4]1[CH:5]=[C:6]([C:15]#[N:14])[N:2]([CH3:1])[CH:3]=1)(=[O:9])[CH3:8], predict the reactants needed to synthesize it. The reactants are: [CH3:1][N:2]1[CH:6]=[CH:5][C:4]([C:7](=[O:9])[CH3:8])=[CH:3]1.ClS([N:14]=[C:15]=O)(=O)=O.CN(C)C=O.C(=O)([O-])[O-].[Na+].[Na+]. (6) Given the product [Cl:22][C:17]1[CH:16]=[C:15]([CH2:14][N:5]2[C:6]3[C:11](=[O:12])[CH2:10][CH2:9][C:7]=3[N:8]=[C:4]2[CH:2]([CH3:1])[CH3:3])[CH:20]=[CH:19][C:18]=1[Cl:21], predict the reactants needed to synthesize it. The reactants are: [CH3:1][CH:2]([C:4]1[NH:8][C:7]2[CH2:9][CH2:10][C:11](=[O:12])[C:6]=2[N:5]=1)[CH3:3].Br[CH2:14][C:15]1[CH:20]=[CH:19][C:18]([Cl:21])=[C:17]([Cl:22])[CH:16]=1.C1(C)C=CC=CC=1.[NH4+].[Cl-]. (7) Given the product [Cl:1][C:2]1[CH:16]=[CH:15][C:5]([O:6][CH2:7][C:8]([OH:10])=[O:9])=[C:4]([CH2:17][N:18]2[CH2:23][CH2:22][N:21]([C:24](=[O:32])[CH2:25][C:26]3[CH:31]=[CH:30][CH:29]=[CH:28][CH:27]=3)[C@H:20]([CH3:33])[C@@H:19]2[CH3:34])[CH:3]=1, predict the reactants needed to synthesize it. The reactants are: [Cl:1][C:2]1[CH:16]=[CH:15][C:5]([O:6][CH2:7][C:8]([O:10]C(C)(C)C)=[O:9])=[C:4]([CH2:17][N:18]2[CH2:23][CH2:22][N:21]([C:24](=[O:32])[CH2:25][C:26]3[CH:31]=[CH:30][CH:29]=[CH:28][CH:27]=3)[C@H:20]([CH3:33])[C@@H:19]2[CH3:34])[CH:3]=1. (8) Given the product [N:1]1[CH:6]=[CH:5][CH:4]=[CH:3][C:2]=1[C:7]1[CH:11]=[C:10]([C:12]#[C:13][CH:14]=[O:15])[O:9][N:8]=1, predict the reactants needed to synthesize it. The reactants are: [N:1]1[CH:6]=[CH:5][CH:4]=[CH:3][C:2]=1[C:7]1[CH:11]=[C:10]([C:12]#[C:13][CH2:14][OH:15])[O:9][N:8]=1.N1C=CC=NC=1C1C=CC(C#CCO)=CC=1.